From a dataset of Forward reaction prediction with 1.9M reactions from USPTO patents (1976-2016). Predict the product of the given reaction. (1) Given the reactants [Cl:1][C:2]1[C:16]([Cl:17])=[CH:15][C:5]2[NH:6][C:7]([CH:9]([OH:14])[C:10]([F:13])([F:12])[F:11])=[N:8][C:4]=2[CH:3]=1.CC1(C)N([O-])C(C)(C)CC(OC)C1.[K+].[Br-].[O-]Cl.[Na+], predict the reaction product. The product is: [Cl:17][C:16]1[C:2]([Cl:1])=[CH:3][C:4]2[NH:8][C:7]([C:9](=[O:14])[C:10]([F:13])([F:11])[F:12])=[N:6][C:5]=2[CH:15]=1. (2) Given the reactants [Cl:1][C:2]1[CH:16]=[CH:15][CH:14]=[CH:13][C:3]=1[C:4]([C:6]1[CH:11]=[CH:10][C:9]([Cl:12])=[CH:8][CH:7]=1)=[O:5].[BH4-].[Na+], predict the reaction product. The product is: [Cl:1][C:2]1[CH:16]=[CH:15][CH:14]=[CH:13][C:3]=1[CH:4]([C:6]1[CH:7]=[CH:8][C:9]([Cl:12])=[CH:10][CH:11]=1)[OH:5]. (3) Given the reactants [CH3:1][NH:2][C:3]1[CH:8]=[CH:7][CH:6]=[CH:5][C:4]=1[NH2:9].[CH:10]([C:12]1[CH:21]=[CH:20][C:15]([C:16]([O:18][CH3:19])=[O:17])=[CH:14][CH:13]=1)=O, predict the reaction product. The product is: [CH3:19][O:18][C:16](=[O:17])[C:15]1[CH:20]=[CH:21][C:12]([C:10]2[N:2]([CH3:1])[C:3]3[CH:8]=[CH:7][CH:6]=[CH:5][C:4]=3[N:9]=2)=[CH:13][CH:14]=1. (4) Given the reactants [NH2:1][C:2]1[CH:10]=[C:9]([O:11][CH3:12])[C:8]([O:13][CH2:14][CH2:15][O:16][CH3:17])=[CH:7][C:3]=1[C:4]([NH2:6])=[O:5].N1C=CC=CC=1.[N+:24]([C:27]1[CH:28]=[C:29]([CH:33]=[CH:34][CH:35]=1)C(Cl)=O)([O-:26])=[O:25], predict the reaction product. The product is: [CH3:12][O:11][C:9]1[C:8]([O:13][CH2:14][CH2:15][O:16][CH3:17])=[CH:7][C:3]([C:4]([NH2:6])=[O:5])=[C:2]([NH:1][C:34]2[CH:33]=[CH:29][CH:28]=[C:27]([N+:24]([O-:26])=[O:25])[CH:35]=2)[CH:10]=1. (5) Given the reactants [Li+].[OH-].CC(C)(CC=C)COC(N[C@@H](CCCCCC=C)C([N:13]1[CH2:17][C@:16]([O:32][CH3:33])([C:18]2[CH:27]=[CH:26][C:25]3[C:20](=[CH:21][C:22]([CH:30]=[CH2:31])=[C:23]([O:28][CH3:29])[CH:24]=3)[CH:19]=2)[CH2:15][C@H:14]1[C:34]([O:36]C)=[O:35])=O)=O.CCOCC.[Cl-].[NH4+], predict the reaction product. The product is: [CH3:33][O:32][C:16]1([C:18]2[CH:27]=[CH:26][C:25]3[C:20](=[CH:21][C:22]([CH:30]=[CH2:31])=[C:23]([O:28][CH3:29])[CH:24]=3)[CH:19]=2)[CH2:17][NH:13][CH:14]([C:34]([OH:36])=[O:35])[CH2:15]1. (6) Given the reactants [CH3:1][O:2][C:3]1[CH:9]=[CH:8][C:6]([NH2:7])=[CH:5][CH:4]=1.[CH:10]1[C:15]([N+]([O-])=O)=CC=C(O)[CH:11]=1.S(=O)(=O)(O)O.[OH-].[Na+], predict the reaction product. The product is: [CH3:1][O:2][C:3]1[CH:9]=[C:8]2[C:6](=[CH:5][CH:4]=1)[N:7]=[CH:15][CH:10]=[CH:11]2. (7) The product is: [CH3:36][C:10]1[C:11]2[C:16](=[CH:15][C:14]([O:17][CH2:18][CH2:19][C:20]3[S:24][C:23]([C:25]4[CH:30]=[CH:29][C:28]([C:31]([F:32])([F:34])[F:33])=[CH:27][CH:26]=4)=[N:22][C:21]=3[CH3:35])=[CH:13][CH:12]=2)[N:8]([CH2:7][C:6]([OH:37])=[O:5])[CH:9]=1. Given the reactants C([O:5][C:6](=[O:37])[CH2:7][N:8]1[C:16]2[C:11](=[CH:12][CH:13]=[C:14]([O:17][CH2:18][CH2:19][C:20]3[S:24][C:23]([C:25]4[CH:30]=[CH:29][C:28]([C:31]([F:34])([F:33])[F:32])=[CH:27][CH:26]=4)=[N:22][C:21]=3[CH3:35])[CH:15]=2)[C:10]([CH3:36])=[CH:9]1)(C)(C)C.[Li+].[OH-], predict the reaction product.